This data is from Forward reaction prediction with 1.9M reactions from USPTO patents (1976-2016). The task is: Predict the product of the given reaction. Given the reactants [OH-].[K+].C(OC([N:8]1[CH2:13][CH2:12][CH:11]([C:14]2[CH:19]=[C:18]([NH:20][CH2:21][C:22]3[CH:27]=[CH:26][C:25]([Cl:28])=[CH:24][C:23]=3[Cl:29])[N:17]3[N:30]=[CH:31][CH:32]=[C:16]3[N:15]=2)[CH2:10][CH2:9]1)=O)C.[Cl-].[NH4+], predict the reaction product. The product is: [Cl:29][C:23]1[CH:24]=[C:25]([Cl:28])[CH:26]=[CH:27][C:22]=1[CH2:21][NH:20][C:18]1[N:17]2[N:30]=[CH:31][CH:32]=[C:16]2[N:15]=[C:14]([CH:11]2[CH2:12][CH2:13][NH:8][CH2:9][CH2:10]2)[CH:19]=1.